This data is from Peptide-MHC class II binding affinity with 134,281 pairs from IEDB. The task is: Regression. Given a peptide amino acid sequence and an MHC pseudo amino acid sequence, predict their binding affinity value. This is MHC class II binding data. (1) The peptide sequence is GWPYIGSRSQILGRS. The MHC is DRB1_1501 with pseudo-sequence DRB1_1501. The binding affinity (normalized) is 0.370. (2) The MHC is HLA-DPA10201-DPB10101 with pseudo-sequence HLA-DPA10201-DPB10101. The peptide sequence is QLVPKLDEVYNAAYN. The binding affinity (normalized) is 0.329. (3) The binding affinity (normalized) is 0.618. The peptide sequence is NFTVGRIIELFTAKG. The MHC is DRB1_1602 with pseudo-sequence DRB1_1602. (4) The peptide sequence is AAGVPPADKYRTFVA. The MHC is DRB3_0101 with pseudo-sequence DRB3_0101. The binding affinity (normalized) is 0.336.